Dataset: Full USPTO retrosynthesis dataset with 1.9M reactions from patents (1976-2016). Task: Predict the reactants needed to synthesize the given product. (1) Given the product [F:2][C:3]1[CH:8]=[C:7]([F:9])[CH:6]=[CH:5][C:4]=1[CH:10]1[CH2:15][CH:14]([C:16]([O:18][CH3:19])=[O:17])[CH2:13][CH2:12][N:11]1[C:29]([O:30][CH3:31])=[O:32], predict the reactants needed to synthesize it. The reactants are: Cl.[F:2][C:3]1[CH:8]=[C:7]([F:9])[CH:6]=[CH:5][C:4]=1[CH:10]1[CH2:15][CH:14]([C:16]([O:18][CH3:19])=[O:17])[CH2:13][CH2:12][NH:11]1.CCN(C(C)C)C(C)C.[C:29](Cl)(=[O:32])[O:30][CH3:31]. (2) The reactants are: [Br:1][C:2]1[CH:3]=[CH:4][C:5]2[C:10](=[O:11])OC(=O)[NH:7][C:6]=2[CH:13]=1.[CH3:14][N:15]([CH:23]1[CH2:28][CH2:27][NH:26][CH2:25][CH2:24]1)[C:16](=[O:22])[O:17][C:18]([CH3:21])([CH3:20])[CH3:19].O. Given the product [NH2:7][C:6]1[CH:13]=[C:2]([Br:1])[CH:3]=[CH:4][C:5]=1[C:10]([N:26]1[CH2:25][CH2:24][CH:23]([N:15]([CH3:14])[C:16](=[O:22])[O:17][C:18]([CH3:19])([CH3:20])[CH3:21])[CH2:28][CH2:27]1)=[O:11], predict the reactants needed to synthesize it. (3) The reactants are: [CH:1]([Mg]Br)=[CH2:2].[CH:5]1([C:8]2[O:9][C:10]3[C:11](=[C:13]([C:30]#[N:31])[C:14]([CH3:29])=[C:15]([C:23]4[CH:28]=[CH:27][CH:26]=[CH:25][CH:24]=4)[C:16]=3[CH:17]([CH2:21]I)[CH2:18][CH:19]=[CH2:20])[N:12]=2)[CH2:7][CH2:6]1.[Cl-].[NH4+]. Given the product [CH2:18]([CH:17]([C:16]1[C:15]([C:23]2[CH:28]=[CH:27][CH:26]=[CH:25][CH:24]=2)=[C:14]([CH3:29])[C:13]([C:30]#[N:31])=[C:11]2[C:10]=1[O:9][C:8]([CH:5]1[CH2:7][CH2:6]1)=[N:12]2)[CH2:21][CH:1]=[CH2:2])[CH:19]=[CH2:20], predict the reactants needed to synthesize it. (4) Given the product [ClH:19].[CH3:3][CH:2]([N:4]1[C:12](=[O:13])[C:11]2[CH:10]=[C:9]3[CH2:14][CH2:15][N:16]([CH2:20][CH2:21][CH2:22][CH2:23][S:24][C:25]4[N:26]([CH3:41])[C:27]([C:30]5[CH:39]=[CH:38][CH:37]=[C:36]6[C:31]=5[CH:32]=[CH:33][C:34]([CH3:40])=[N:35]6)=[N:28][N:29]=4)[CH2:17][CH2:18][C:8]3=[CH:7][C:6]=2[CH2:5]1)[CH3:1], predict the reactants needed to synthesize it. The reactants are: [CH3:1][CH:2]([N:4]1[C:12](=[O:13])[C:11]2[CH:10]=[C:9]3[CH2:14][CH2:15][NH:16][CH2:17][CH2:18][C:8]3=[CH:7][C:6]=2[CH2:5]1)[CH3:3].[Cl:19][CH2:20][CH2:21][CH2:22][CH2:23][S:24][C:25]1[N:26]([CH3:41])[C:27]([C:30]2[CH:39]=[CH:38][CH:37]=[C:36]3[C:31]=2[CH:32]=[CH:33][C:34]([CH3:40])=[N:35]3)=[N:28][N:29]=1.